The task is: Regression/Classification. Given a drug SMILES string, predict its absorption, distribution, metabolism, or excretion properties. Task type varies by dataset: regression for continuous measurements (e.g., permeability, clearance, half-life) or binary classification for categorical outcomes (e.g., BBB penetration, CYP inhibition). Dataset: rlm.. This data is from Rat liver microsome stability data. (1) The molecule is COc1ccccc1-c1cc2c(ccn2C)c(C(=O)NCC2CCN(C)C(=O)C2)n1. The result is 0 (unstable in rat liver microsomes). (2) The compound is NC(=O)C1CCN(c2nc(-c3cccc(Cl)c3)cs2)CC1. The result is 1 (stable in rat liver microsomes). (3) The drug is CCCN(CCC)c1c(C)nc(-c2c(C)cc(C)cc2OC)c2ccccc12. The result is 1 (stable in rat liver microsomes). (4) The drug is Cc1ccccc1C(=O)Nc1sc2c(c1C(=O)NCc1ccco1)CCC(C(C)(C)C)C2. The result is 1 (stable in rat liver microsomes). (5) The compound is COc1cc(OCc2ccccc2)c2cc(-c3cn4nc(OC)sc4n3)oc2c1. The result is 0 (unstable in rat liver microsomes). (6) The molecule is COc1ccc2c(O[C@H]3C[C@H]4C(=O)N(C)CCCCC=C[C@@H]5C[C@@]5(C(=O)NS(=O)(=O)C5(C)CC5)NC(=O)N4C3)cc(-c3nc(C(F)(F)F)cs3)nc2c1C. The result is 0 (unstable in rat liver microsomes). (7) The compound is CC/C=C\CC1C(=O)CCC1CC(=O)OC. The result is 0 (unstable in rat liver microsomes).